From a dataset of Full USPTO retrosynthesis dataset with 1.9M reactions from patents (1976-2016). Predict the reactants needed to synthesize the given product. (1) Given the product [Cl:1][C@H:2]([CH2:6][CH:7]1[CH2:12][CH2:11][CH2:10][CH2:9][CH2:8]1)[C:3]([OH:5])=[O:4], predict the reactants needed to synthesize it. The reactants are: [Cl:1][CH:2]([CH2:6][CH:7]1[CH2:12][CH2:11][CH2:10][CH2:9][CH2:8]1)[C:3]([OH:5])=[O:4].CCOC(C)=O.CO.[Na+].[Cl-]. (2) Given the product [CH:38]([N:37]1[CH2:40][CH2:41][C:32]2([O:33][CH2:42][CH2:43][N:45]([C:47]3[CH:16]=[CH:15][C:14]([N+:20]([O-:22])=[O:21])=[C:19]([NH2:11])[CH:18]=3)[CH2:46]2)[CH2:31][CH2:35]1)([CH3:3])[CH3:39], predict the reactants needed to synthesize it. The reactants are: [Br-].[N:11]1[C:19]2[CH:18]=[CH:3][CH:16]=[CH:15][C:14]=2N[CH:3]=1.[NH:11]1[C:19]2[C:14](=[CH:15][CH:16]=C[CH:18]=2)C=N1.[N+:20](NC1C=CC=CC=1)([O-:22])=[O:21].Br[CH2:31][C:32](Cl)=[O:33].[CH2:35]([N:37]([CH2:40][CH3:41])[CH2:38][CH3:39])C.[CH3:42][C:43]([N:45]([CH3:47])[CH3:46])=O. (3) Given the product [CH:28]1([CH2:27][N:8]2[CH:7]=[N:6][C:5]3[C:9]2=[N:10][C:2]([F:1])=[N:3][C:4]=3[NH:11][CH2:12][C:13]2[CH:14]=[N:15][CH:16]=[CH:17][CH:18]=2)[CH2:30][CH2:29]1, predict the reactants needed to synthesize it. The reactants are: [F:1][C:2]1[N:10]=[C:9]2[C:5]([NH:6][CH:7]=[N:8]2)=[C:4]([NH:11][CH2:12][C:13]2[CH:14]=[N:15][CH:16]=[CH:17][CH:18]=2)[N:3]=1.C([O-])([O-])=O.[K+].[K+].BrC[CH2:27][CH:28]1[CH2:30][CH2:29]1.C(Cl)(Cl)Cl. (4) Given the product [F:23]/[C:24](/[C:39]1[CH:43]=[C:42]([CH3:44])[N:41]([CH2:14][C:13]2[CH:12]=[C:11]([C:8]([OH:7])([CH3:9])[CH3:10])[CH:22]=[CH:21][CH:20]=2)[N:40]=1)=[CH:25]\[C:26]1[CH:31]=[CH:30][C:29]([C:32]([CH3:38])([CH3:37])[C:33]([F:36])([F:35])[F:34])=[CH:28][CH:27]=1, predict the reactants needed to synthesize it. The reactants are: CC(C)([O-])C.[K+].[OH:7][C:8]([C:11]1[CH:12]=[C:13]([CH:20]=[CH:21][CH:22]=1)[CH2:14]CS([O-])(=O)=O)([CH3:10])[CH3:9].[F:23]/[C:24](/[C:39]1[CH:43]=[C:42]([CH3:44])[NH:41][N:40]=1)=[CH:25]\[C:26]1[CH:31]=[CH:30][C:29]([C:32]([CH3:38])([CH3:37])[C:33]([F:36])([F:35])[F:34])=[CH:28][CH:27]=1.O. (5) Given the product [NH2:1][C:4]1[CH:26]=[CH:25][C:7]2[NH:8][C:9](=[C:11]([C:15]3[N:20]=[C:19]([C:21]([F:24])([F:23])[F:22])[CH:18]=[CH:17][N:16]=3)[C:12]([NH2:14])=[O:13])[S:10][C:6]=2[CH:5]=1, predict the reactants needed to synthesize it. The reactants are: [N+:1]([C:4]1[CH:26]=[CH:25][C:7]2[NH:8][C:9](=[C:11]([C:15]3[N:20]=[C:19]([C:21]([F:24])([F:23])[F:22])[CH:18]=[CH:17][N:16]=3)[C:12]([NH2:14])=[O:13])[S:10][C:6]=2[CH:5]=1)([O-])=O.